This data is from Full USPTO retrosynthesis dataset with 1.9M reactions from patents (1976-2016). The task is: Predict the reactants needed to synthesize the given product. (1) Given the product [CH3:1][C:2]1[S:3][C:4]2[CH:10]=[C:9]([NH:11][C:14](=[O:16])[CH3:15])[CH:8]=[CH:7][C:5]=2[N:6]=1, predict the reactants needed to synthesize it. The reactants are: [CH3:1][C:2]1[S:3][C:4]2[CH:10]=[C:9]([N+:11]([O-])=O)[CH:8]=[CH:7][C:5]=2[N:6]=1.[C:14](OC(=O)C)(=[O:16])[CH3:15]. (2) Given the product [CH2:1]([C:5]1[N:10]2[N:11]=[CH:12][N:13]=[C:9]2[N:8]([CH:14]2[CH2:15][CH2:16][C:17]3([O:42][CH:41]([CH3:43])[CH:38]([CH3:37])[O:20]3)[CH2:18][CH2:19]2)[C:7](=[O:21])[C:6]=1[CH2:22][C:23]1[CH:28]=[CH:27][C:26]([C:29]2[C:30]([C:35]#[N:36])=[CH:31][CH:32]=[CH:33][CH:34]=2)=[CH:25][CH:24]=1)[CH2:2][CH2:3][CH3:4], predict the reactants needed to synthesize it. The reactants are: [CH2:1]([C:5]1[N:10]2[N:11]=[CH:12][N:13]=[C:9]2[N:8]([CH:14]2[CH2:19][CH2:18][C:17](=[O:20])[CH2:16][CH2:15]2)[C:7](=[O:21])[C:6]=1[CH2:22][C:23]1[CH:28]=[CH:27][C:26]([C:29]2[C:30]([C:35]#[N:36])=[CH:31][CH:32]=[CH:33][CH:34]=2)=[CH:25][CH:24]=1)[CH2:2][CH2:3][CH3:4].[CH3:37][CH:38]([CH:41]([CH3:43])[OH:42])CO. (3) Given the product [Cl:1][C:2]1[N:7]=[CH:6][C:5]([CH2:8][OH:11])=[C:4]([CH2:10][OH:9])[CH:3]=1, predict the reactants needed to synthesize it. The reactants are: [Cl:1][C:2]1[N:7]=[CH:6][C:5]2[C:8](=[O:11])[O:9][CH2:10][C:4]=2[CH:3]=1.[BH4-].[Na+].Cl. (4) Given the product [C:1]([O:5][C:6](=[O:28])[C:7]([S:10][C:11]1[CH:16]=[CH:15][CH:14]=[C:13]([CH2:17][CH2:18][NH:19][CH2:20][CH2:21][CH2:22][CH2:23][CH2:24][CH2:25][CH3:26])[CH:12]=1)([CH3:9])[CH3:8])([CH3:4])([CH3:3])[CH3:2], predict the reactants needed to synthesize it. The reactants are: [C:1]([O:5][C:6](=[O:28])[C:7]([S:10][C:11]1[CH:16]=[CH:15][CH:14]=[C:13]([CH2:17][CH2:18][NH:19][C:20](=O)[CH2:21][CH2:22][CH2:23][CH2:24][CH2:25][CH3:26])[CH:12]=1)([CH3:9])[CH3:8])([CH3:4])([CH3:3])[CH3:2].[BH4-].[Na+].B(F)(F)F.CCOCC.CO. (5) Given the product [CH3:14][C:3]1[N:2]([C:1]2[C:22]3[CH2:35][CH2:34][CH2:33][C:23]=3[N:24]=[C:25]([C:27]3[S:28][C:29]([Cl:32])=[CH:30][CH:31]=3)[N:26]=2)[C:10]2[C:5]([CH:4]=1)=[CH:6][C:7]([C:11]([OH:13])=[O:12])=[CH:8][CH:9]=2, predict the reactants needed to synthesize it. The reactants are: [CH3:1][N:2]1[C:10]2[C:5](=[CH:6][C:7]([C:11]([OH:13])=[O:12])=[CH:8][CH:9]=2)[CH:4]=[CH:3]1.[C:14](=O)([O-])[O-].[Cs+].[Cs+].ClC1[C:22]2[CH2:35][CH2:34][CH2:33][C:23]=2[N:24]=[C:25]([C:27]2[S:28][C:29]([Cl:32])=[CH:30][CH:31]=2)[N:26]=1. (6) Given the product [CH2:1]([O:3][C:4](=[O:19])[NH:5][C:6]1[CH:11]=[CH:10][C:9]([S:12](=[O:14])(=[O:13])[NH:36][CH2:29][C:30]2[CH:35]=[CH:34][CH:33]=[CH:32][CH:31]=2)=[CH:8][C:7]=1[N+:16]([O-:18])=[O:17])[CH3:2], predict the reactants needed to synthesize it. The reactants are: [CH2:1]([O:3][C:4](=[O:19])[NH:5][C:6]1[CH:11]=[CH:10][C:9]([S:12](Cl)(=[O:14])=[O:13])=[CH:8][C:7]=1[N+:16]([O-:18])=[O:17])[CH3:2].C(N(C(C)C)CC)(C)C.[CH2:29]([NH2:36])[C:30]1[CH:35]=[CH:34][CH:33]=[CH:32][CH:31]=1. (7) Given the product [Br:1][C:2]1[S:6][C:5]([C:7]([O:9][CH3:10])=[O:8])=[C:4]([NH:11][CH2:12][C:13]2[CH:19]=[CH:20][CH:21]=[C:22]([N+:26]([O-:28])=[O:27])[CH:23]=2)[CH:3]=1, predict the reactants needed to synthesize it. The reactants are: [Br:1][C:2]1[S:6][C:5]([C:7]([O:9][CH3:10])=[O:8])=[C:4]([NH:11][C:12](=O)[C:13](F)(F)F)[CH:3]=1.Br[CH2:19][C:20]1C=C[CH:23]=[C:22]([N+:26]([O-:28])=[O:27])[CH:21]=1.C(=O)([O-])[O-].[Cs+].[Cs+].C(=O)([O-])[O-].[K+].[K+]. (8) The reactants are: [NH2:1][C:2]1[CH:3]=[CH:4][C:5]([F:20])=[C:6]([C@:8]2([CH2:18][CH3:19])[C:14]([F:16])([F:15])[CH2:13][O:12][CH2:11][C:10]([NH2:17])=[N:9]2)[CH:7]=1.[Cl:21][C:22]1[C:23]([CH:30]=O)=[N:24][N:25]([CH:27]([F:29])[F:28])[CH:26]=1. Given the product [Cl:21][C:22]1[C:23]([CH2:30][NH:1][C:2]2[CH:3]=[CH:4][C:5]([F:20])=[C:6]([C@:8]3([CH2:18][CH3:19])[C:14]([F:15])([F:16])[CH2:13][O:12][CH2:11][C:10]([NH2:17])=[N:9]3)[CH:7]=2)=[N:24][N:25]([CH:27]([F:29])[F:28])[CH:26]=1, predict the reactants needed to synthesize it. (9) Given the product [CH:8]1[C:9]2[C:4](=[CH:3][CH:2]=[CH:11][CH:10]=2)[CH:5]=[CH:6][CH:7]=1, predict the reactants needed to synthesize it. The reactants are: O[C:2]1[C:11](O)=[CH:10][C:9]2[C:4](=[CH:5][CH:6]=[CH:7][CH:8]=2)[CH:3]=1.BrCCBr.